The task is: Predict which catalyst facilitates the given reaction.. This data is from Catalyst prediction with 721,799 reactions and 888 catalyst types from USPTO. (1) Reactant: [NH2:1][C:2]1[N:7]=[C:6](Cl)[C:5]([CH:9]=[O:10])=[C:4]([NH:11][CH2:12][CH2:13][CH2:14][CH2:15][CH3:16])[N:3]=1.[CH3:17][Sn](C)(C)C. Product: [NH2:1][C:2]1[N:7]=[C:6]([CH3:17])[C:5]([CH:9]=[O:10])=[C:4]([NH:11][CH2:12][CH2:13][CH2:14][CH2:15][CH3:16])[N:3]=1. The catalyst class is: 128. (2) Reactant: [NH2:1][C:2]1[N:7]=[C:6]([N:8]2[CH2:13][CH2:12][CH2:11][C@@H:10]([C:14]([N:16]([CH2:18][CH3:19])[CH3:17])=[O:15])[CH2:9]2)[CH:5]=[CH:4][C:3]=1[N+:20]([O-])=O.[H][H]. Product: [NH2:20][C:3]1[CH:4]=[CH:5][C:6]([N:8]2[CH2:13][CH2:12][CH2:11][C@@H:10]([C:14]([N:16]([CH2:18][CH3:19])[CH3:17])=[O:15])[CH2:9]2)=[N:7][C:2]=1[NH2:1]. The catalyst class is: 29. (3) Product: [C:25]12([O:35][C:36]([N:10]3[C:9](=[O:24])[C:8]([C:5]4[CH:6]=[CH:7][C:2]([F:1])=[CH:3][CH:4]=4)=[C:13]([C:14]4[CH:19]=[CH:18][C:17]([S:20]([CH3:23])(=[O:22])=[O:21])=[CH:16][CH:15]=4)[CH:12]=[N:11]3)=[O:37])[CH2:34][CH:29]3[CH2:30][CH:31]([CH2:33][CH:27]([CH2:28]3)[CH2:26]1)[CH2:32]2. Reactant: [F:1][C:2]1[CH:7]=[CH:6][C:5]([C:8]2[C:9](=[O:24])[NH:10][N:11]=[CH:12][C:13]=2[C:14]2[CH:19]=[CH:18][C:17]([S:20]([CH3:23])(=[O:22])=[O:21])=[CH:16][CH:15]=2)=[CH:4][CH:3]=1.[C:25]12([O:35][C:36](F)=[O:37])[CH2:34][CH:29]3[CH2:30][CH:31]([CH2:33][CH:27]([CH2:28]3)[CH2:26]1)[CH2:32]2.CN(C1C=CC=CN=1)C.C(N(CC)CC)C. The catalyst class is: 2.